From a dataset of Reaction yield outcomes from USPTO patents with 853,638 reactions. Predict the reaction yield, written as a fraction of the theoretical maximum amount of product (1.0 means a 100% yield; for example, 0.34 means a 34% yield). (1) The reactants are [CH3:1][C:2]1[CH:3]=[C:4]2[CH:10]=[CH:9][N:8]([S:11]([C:14]3[CH:20]=[CH:19][C:17]([CH3:18])=[CH:16][CH:15]=3)(=[O:13])=[O:12])[C:5]2=[N:6][CH:7]=1.[Br:21]Br. The catalyst is ClCCl. The product is [Br:21][C:10]1[C:4]2[C:5](=[N:6][CH:7]=[C:2]([CH3:1])[CH:3]=2)[N:8]([S:11]([C:14]2[CH:20]=[CH:19][C:17]([CH3:18])=[CH:16][CH:15]=2)(=[O:13])=[O:12])[CH:9]=1. The yield is 0.990. (2) The reactants are [CH2:1]([N:5]1[CH2:10][CH2:9][CH:8]([CH2:11][NH:12][C:13]([C:15]2[C:23]3[CH:22]=[CH:21][CH:20]=[CH:19][C:18]=3[N:17]3[CH2:24][CH2:25][CH2:26][O:27][C:16]=23)=[O:14])[CH2:7][CH2:6]1)[CH2:2][CH2:3][CH3:4].[ClH:28]. No catalyst specified. The product is [ClH:28].[CH2:1]([N:5]1[CH2:6][CH2:7][CH:8]([CH2:11][NH:12][C:13]([C:15]2[C:23]3[CH:22]=[CH:21][CH:20]=[CH:19][C:18]=3[N:17]3[CH2:24][CH2:25][CH2:26][O:27][C:16]=23)=[O:14])[CH2:9][CH2:10]1)[CH2:2][CH2:3][CH3:4]. The yield is 0.890. (3) The reactants are [NH2:1][C:2]([CH3:7])([CH3:6])[C:3]([OH:5])=[O:4].[CH3:8][C:9]([O:12][C:13](O[C:13]([O:12][C:9]([CH3:11])([CH3:10])[CH3:8])=[O:14])=[O:14])([CH3:11])[CH3:10]. The product is [C:9]([O:12][C:13]([NH:1][C:2]([CH3:7])([CH3:6])[C:3]([OH:5])=[O:4])=[O:14])([CH3:11])([CH3:10])[CH3:8]. The catalyst is [OH-].[Na+].O1CCOCC1. The yield is 0.800. (4) The reactants are Cl[C:2]1[C:7]([CH:8]2[CH2:10][CH2:9]2)=[CH:6][N:5]=[C:4]([C:11]([OH:13])=[O:12])[CH:3]=1.[F:14][C:15]([F:19])([F:18])[CH2:16][OH:17].[H-].[Na+].Cl. The catalyst is C(OC(=O)C)C. The product is [CH:8]1([C:7]2[C:2]([O:17][CH2:16][C:15]([F:19])([F:18])[F:14])=[CH:3][C:4]([C:11]([OH:13])=[O:12])=[N:5][CH:6]=2)[CH2:10][CH2:9]1. The yield is 0.470. (5) The reactants are [N:1]([C:4]1[CH:12]=[C:11]2[N:7]([C:8]([CH3:14])([CH3:13])[CH2:9][CH2:10]2)[C:6](=[O:15])[CH:5]=1)=[N+]=[N-]. The catalyst is CCO.[Pd]. The product is [NH2:1][CH:4]1[CH2:12][CH:11]2[N:7]([C:8]([CH3:13])([CH3:14])[CH2:9][CH2:10]2)[C:6](=[O:15])[CH2:5]1. The yield is 0.890. (6) The reactants are II.[N+:3]([C:6]1[CH:15]=[C:14]2[C:9]([CH2:10][CH2:11][NH:12][CH2:13]2)=[CH:8][CH:7]=1)([O-:5])=[O:4]. The catalyst is C(O)C. The product is [N+:3]([C:6]1[CH:15]=[C:14]2[C:9]([CH:10]=[CH:11][N:12]=[CH:13]2)=[CH:8][CH:7]=1)([O-:5])=[O:4]. The yield is 0.360. (7) The reactants are [I:1][C:2]1[CH:3]=[C:4]2[C:9](=[CH:10][CH:11]=1)[N:8]=[CH:7][N:6]=[C:5]2Cl.[NH2:13][C:14]1[CH:15]=[C:16]2[C:20](=[CH:21][CH:22]=1)[N:19]([S:23]([C:26]1[CH:31]=[CH:30][CH:29]=[CH:28][CH:27]=1)(=[O:25])=[O:24])[CH:18]=[CH:17]2. The catalyst is ClCCCl.C(O)(C)(C)C. The product is [C:26]1([S:23]([N:19]2[C:20]3[C:16](=[CH:15][C:14]([NH:13][C:5]4[C:4]5[C:9](=[CH:10][CH:11]=[C:2]([I:1])[CH:3]=5)[N:8]=[CH:7][N:6]=4)=[CH:22][CH:21]=3)[CH:17]=[CH:18]2)(=[O:24])=[O:25])[CH:27]=[CH:28][CH:29]=[CH:30][CH:31]=1. The yield is 0.750.